Predict the reactants needed to synthesize the given product. From a dataset of Full USPTO retrosynthesis dataset with 1.9M reactions from patents (1976-2016). (1) Given the product [CH3:31][C:29]1([CH3:32])[CH2:30][CH:27]([CH:14]([NH:15][C:16]2[C:25]([CH3:26])=[CH:24][C:23]3[C:18](=[CH:19][CH:20]=[CH:21][CH:22]=3)[N:17]=2)[C:11]2[CH:12]=[CH:13][C:8]([C:7]([NH:6][CH2:5][CH2:4][C:3]([OH:34])=[O:2])=[O:33])=[CH:9][CH:10]=2)[CH2:28]1, predict the reactants needed to synthesize it. The reactants are: C[O:2][C:3](=[O:34])[CH2:4][CH2:5][NH:6][C:7](=[O:33])[C:8]1[CH:13]=[CH:12][C:11]([CH:14]([CH:27]2[CH2:30][C:29]([CH3:32])([CH3:31])[CH2:28]2)[NH:15][C:16]2[C:25]([CH3:26])=[CH:24][C:23]3[C:18](=[CH:19][CH:20]=[CH:21][CH:22]=3)[N:17]=2)=[CH:10][CH:9]=1.[OH-].[Na+]. (2) Given the product [Cl:1][C:2]1[N:3]=[C:4]2[CH:12]=[C:11]([Cl:13])[CH:10]=[N:9][C:5]2=[N:6][C:7]=1[N:14]1[CH2:17][CH:16]([N:18]([CH3:26])[C:19](=[O:25])[O:20][C:21]([CH3:22])([CH3:23])[CH3:24])[CH2:15]1, predict the reactants needed to synthesize it. The reactants are: [Cl:1][C:2]1[N:3]=[C:4]2[CH:12]=[C:11]([Cl:13])[CH:10]=[N:9][C:5]2=[N:6][C:7]=1Cl.[NH:14]1[CH2:17][CH:16]([N:18]([CH3:26])[C:19](=[O:25])[O:20][C:21]([CH3:24])([CH3:23])[CH3:22])[CH2:15]1. (3) Given the product [F:29][C:11]1[CH:12]=[C:13]([O:17][C@H:18]2[CH2:22][CH2:21][CH2:20][C@@H:19]2[C:23]2[N:27]([CH3:28])[N:26]=[CH:25][CH:24]=2)[C:14]([F:16])=[CH:15][C:10]=1[S:7]([NH:6][C:30]1[CH:35]=[CH:34][N:33]=[CH:32][N:31]=1)(=[O:8])=[O:9], predict the reactants needed to synthesize it. The reactants are: COC1C=C(OC)C=CC=1C[N:6]([C:30]1[CH:35]=[CH:34][N:33]=[CH:32][N:31]=1)[S:7]([C:10]1[CH:15]=[C:14]([F:16])[C:13]([O:17][C@H:18]2[CH2:22][CH2:21][CH2:20][C@@H:19]2[C:23]2[N:27]([CH3:28])[N:26]=[CH:25][CH:24]=2)=[CH:12][C:11]=1[F:29])(=[O:9])=[O:8].C([SiH](CC)CC)C.FC(F)(F)C(O)=O. (4) Given the product [CH3:22][O:21][C:18]1[CH:19]=[CH:20][C:15]([CH2:14][O:13][C:12]2[C:8]([C:5]3[CH:6]=[CH:7][C:2]([C:36]4[CH:37]=[N:38][C:39]([C:42](=[O:43])[NH:44][CH3:45])=[CH:40][CH:41]=4)=[CH:3][CH:4]=3)=[N:9][N:10]([CH3:26])[C:11]=2[C:23]([OH:25])=[O:24])=[CH:16][CH:17]=1, predict the reactants needed to synthesize it. The reactants are: Br[C:2]1[CH:7]=[CH:6][C:5]([C:8]2[C:12]([O:13][CH2:14][C:15]3[CH:20]=[CH:19][C:18]([O:21][CH3:22])=[CH:17][CH:16]=3)=[C:11]([C:23]([O-:25])=[O:24])[N:10]([CH3:26])[N:9]=2)=[CH:4][CH:3]=1.B1([C:36]2[CH:41]=[CH:40][C:39]([C:42]([NH:44][CH3:45])=[O:43])=[N:38][CH:37]=2)OC(C)(C)C(C)(C)O1.C(=O)([O-])[O-].[K+].[K+].O.[OH-].[Li+].